This data is from Forward reaction prediction with 1.9M reactions from USPTO patents (1976-2016). The task is: Predict the product of the given reaction. (1) Given the reactants [CH3:1][C:2]1[N:7]([C:8]2[CH:13]=[C:12]([C:14]([F:17])([F:16])[F:15])[CH:11]=[CH:10][CH:9]=2)[C:6](=[O:18])[C:5]([C:19]([OH:21])=O)=[CH:4][C:3]=1[C:22]1[N:23]([CH3:27])[N:24]=[CH:25][CH:26]=1.CN(C(O[N:36]1N=[N:43][C:38]2C=CC=C[C:37]1=2)=[N+](C)C)C.F[P-](F)(F)(F)(F)F.CC(N(C)C)=O.Cl.NCC#N, predict the reaction product. The product is: [C:37]([CH2:38][NH:43][C:19]([C:5]1[C:6](=[O:18])[N:7]([C:8]2[CH:9]=[CH:10][CH:11]=[C:12]([C:14]([F:17])([F:15])[F:16])[CH:13]=2)[C:2]([CH3:1])=[C:3]([C:22]2[N:23]([CH3:27])[N:24]=[CH:25][CH:26]=2)[CH:4]=1)=[O:21])#[N:36]. (2) Given the reactants [N+:1]([C:4]1[C:5]([C:15]([O:17][CH3:18])=[O:16])=[N:6][N:7]([CH:9]2[CH2:14][CH2:13][CH2:12][CH2:11][O:10]2)[CH:8]=1)([O-])=O, predict the reaction product. The product is: [NH2:1][C:4]1[C:5]([C:15]([O:17][CH3:18])=[O:16])=[N:6][N:7]([CH:9]2[CH2:14][CH2:13][CH2:12][CH2:11][O:10]2)[CH:8]=1. (3) Given the reactants F[P-](F)(F)(F)(F)F.Br[P+](N1CCCC1)(N1CCCC1)N1CCCC1.[CH3:25][O:26][C:27]1[CH:28]=[CH:29][C:30]2[S:34][C:33]([C:35]([OH:37])=O)=[N:32][C:31]=2[C:38]=1[N+:39]([O-:41])=[O:40].C(N(C(C)C)CC)(C)C.[NH:51]1[CH2:56][CH2:55][O:54][CH2:53][CH2:52]1.CN(C1C=CC=CN=1)C, predict the reaction product. The product is: [CH3:25][O:26][C:27]1[CH:28]=[CH:29][C:30]2[S:34][C:33]([C:35]([N:51]3[CH2:56][CH2:55][O:54][CH2:53][CH2:52]3)=[O:37])=[N:32][C:31]=2[C:38]=1[N+:39]([O-:41])=[O:40]. (4) The product is: [CH3:1][O:2][C:3]1[CH:4]=[CH:5][C:6]([C:39]([F:42])([F:40])[F:41])=[C:7]([C:9]2[CH:14]=[CH:13][CH:12]=[C:11]([NH:15][C:16]([C:18]3[NH:19][C:20]4[C:25]([CH:26]=3)=[CH:24][CH:23]=[C:22]([NH:27][S:28]([CH3:31])(=[O:30])=[O:29])[CH:21]=4)=[O:17])[CH:10]=2)[CH:8]=1. Given the reactants [CH3:1][O:2][C:3]1[CH:4]=[CH:5][C:6]([C:39]([F:42])([F:41])[F:40])=[C:7]([C:9]2[CH:14]=[CH:13][CH:12]=[C:11]([NH:15][C:16]([C:18]3[N:19](C(OC(C)(C)C)=O)[C:20]4[C:25]([CH:26]=3)=[CH:24][CH:23]=[C:22]([NH:27][S:28]([CH3:31])(=[O:30])=[O:29])[CH:21]=4)=[O:17])[CH:10]=2)[CH:8]=1.C(O)(C(F)(F)F)=O, predict the reaction product. (5) Given the reactants O1CCCCC1OC[C:9]1[CH:10]=[C:11]([CH:21]=[CH:22][C:23]=1[B:24]1[O:28]C(C)(C)[C:26](C)(C)[O:25]1)[O:12][C:13]1[CH:20]=[CH:19][C:16]([CH:17]=[O:18])=[CH:15][CH:14]=1.Cl.C([O-])(O)=O.[Na+], predict the reaction product. The product is: [OH:28][B:24]1[C:23]2[CH:9]=[CH:10][C:11]([O:12][C:13]3[CH:14]=[CH:15][C:16]([CH:17]=[O:18])=[CH:19][CH:20]=3)=[CH:21][C:22]=2[CH2:26][O:25]1. (6) Given the reactants C(Cl)(Cl)Cl.[SH:5][C:6]1[C:7]([NH:16][C:17]([C:19]2([CH2:25][CH:26]([CH2:29][CH3:30])[CH2:27][CH3:28])[CH2:24][CH2:23][CH2:22][CH2:21][CH2:20]2)=[O:18])=[CH:8][C:9]2[C:14]([CH:15]=1)=[CH:13][CH:12]=[CH:11][CH:10]=2.[C:31](Cl)(=[O:35])[CH:32]([CH3:34])[CH3:33], predict the reaction product. The product is: [CH2:27]([CH:26]([CH2:29][CH3:30])[CH2:25][C:19]1([C:17]([NH:16][C:7]2[C:6]([S:5][C:31](=[O:35])[CH:32]([CH3:34])[CH3:33])=[CH:15][C:14]3[C:9]([CH:8]=2)=[CH:10][CH:11]=[CH:12][CH:13]=3)=[O:18])[CH2:20][CH2:21][CH2:22][CH2:23][CH2:24]1)[CH3:28]. (7) Given the reactants C([O:4][CH2:5][C:6]1[C:11]([N:12]2[CH2:24][CH2:23][N:15]3[C:16]4[CH2:17][CH2:18][CH2:19][CH2:20][C:21]=4[CH:22]=[C:14]3[C:13]2=[O:25])=[CH:10][C:9]([F:26])=[CH:8][C:7]=1[C:27]1[N:35]=[C:34]2[C:30]([N:31]=[CH:32][NH:33]2)=[C:29]([NH:36][C:37]2[CH:42]=[CH:41][C:40]([N:43]3[CH2:48][CH2:47][N:46]([CH:49]4[CH2:52][O:51][CH2:50]4)[CH2:45][CH2:44]3)=[CH:39][CH:38]=2)[N:28]=1)(=O)C.[OH-].[Li+], predict the reaction product. The product is: [F:26][C:9]1[CH:8]=[C:7]([C:27]2[N:35]=[C:34]3[C:30]([N:31]=[CH:32][NH:33]3)=[C:29]([NH:36][C:37]3[CH:42]=[CH:41][C:40]([N:43]4[CH2:44][CH2:45][N:46]([CH:49]5[CH2:50][O:51][CH2:52]5)[CH2:47][CH2:48]4)=[CH:39][CH:38]=3)[N:28]=2)[C:6]([CH2:5][OH:4])=[C:11]([N:12]2[CH2:24][CH2:23][N:15]3[C:16]4[CH2:17][CH2:18][CH2:19][CH2:20][C:21]=4[CH:22]=[C:14]3[C:13]2=[O:25])[CH:10]=1.